This data is from NCI-60 drug combinations with 297,098 pairs across 59 cell lines. The task is: Regression. Given two drug SMILES strings and cell line genomic features, predict the synergy score measuring deviation from expected non-interaction effect. (1) Drug 1: CCCS(=O)(=O)NC1=C(C(=C(C=C1)F)C(=O)C2=CNC3=C2C=C(C=N3)C4=CC=C(C=C4)Cl)F. Drug 2: C1C(C(OC1N2C=NC3=C(N=C(N=C32)Cl)N)CO)O. Cell line: HT29. Synergy scores: CSS=38.1, Synergy_ZIP=-2.65, Synergy_Bliss=-3.27, Synergy_Loewe=-3.41, Synergy_HSA=-1.40. (2) Drug 1: C1CN1P(=S)(N2CC2)N3CC3. Drug 2: CN1C2=C(C=C(C=C2)N(CCCl)CCCl)N=C1CCCC(=O)O.Cl. Cell line: SK-MEL-28. Synergy scores: CSS=3.08, Synergy_ZIP=-2.23, Synergy_Bliss=0.288, Synergy_Loewe=-3.81, Synergy_HSA=-0.737. (3) Drug 1: CCCS(=O)(=O)NC1=C(C(=C(C=C1)F)C(=O)C2=CNC3=C2C=C(C=N3)C4=CC=C(C=C4)Cl)F. Drug 2: C1CC(=O)NC(=O)C1N2C(=O)C3=CC=CC=C3C2=O. Cell line: OVCAR-8. Synergy scores: CSS=0.386, Synergy_ZIP=2.38, Synergy_Bliss=4.37, Synergy_Loewe=2.44, Synergy_HSA=2.09. (4) Drug 1: CC1CCC2CC(C(=CC=CC=CC(CC(C(=O)C(C(C(=CC(C(=O)CC(OC(=O)C3CCCCN3C(=O)C(=O)C1(O2)O)C(C)CC4CCC(C(C4)OC)OCCO)C)C)O)OC)C)C)C)OC. Drug 2: CCN(CC)CCCC(C)NC1=C2C=C(C=CC2=NC3=C1C=CC(=C3)Cl)OC. Synergy scores: CSS=38.3, Synergy_ZIP=-0.941, Synergy_Bliss=0.214, Synergy_Loewe=-0.635, Synergy_HSA=1.17. Cell line: ACHN. (5) Drug 1: CC=C1C(=O)NC(C(=O)OC2CC(=O)NC(C(=O)NC(CSSCCC=C2)C(=O)N1)C(C)C)C(C)C. Drug 2: CC1C(C(CC(O1)OC2CC(CC3=C2C(=C4C(=C3O)C(=O)C5=CC=CC=C5C4=O)O)(C(=O)C)O)N)O. Cell line: CCRF-CEM. Synergy scores: CSS=54.1, Synergy_ZIP=-6.12, Synergy_Bliss=-11.0, Synergy_Loewe=-8.11, Synergy_HSA=-6.60. (6) Drug 1: CC1CCC2CC(C(=CC=CC=CC(CC(C(=O)C(C(C(=CC(C(=O)CC(OC(=O)C3CCCCN3C(=O)C(=O)C1(O2)O)C(C)CC4CCC(C(C4)OC)OCCO)C)C)O)OC)C)C)C)OC. Drug 2: C#CCC(CC1=CN=C2C(=N1)C(=NC(=N2)N)N)C3=CC=C(C=C3)C(=O)NC(CCC(=O)O)C(=O)O. Cell line: K-562. Synergy scores: CSS=81.2, Synergy_ZIP=27.9, Synergy_Bliss=-0.102, Synergy_Loewe=42.8, Synergy_HSA=0.00778. (7) Drug 1: C(CN)CNCCSP(=O)(O)O. Drug 2: C1C(C(OC1N2C=NC3=C2NC=NCC3O)CO)O. Cell line: T-47D. Synergy scores: CSS=1.55, Synergy_ZIP=-1.92, Synergy_Bliss=-1.01, Synergy_Loewe=-4.03, Synergy_HSA=-2.96. (8) Drug 1: CCC(=C(C1=CC=CC=C1)C2=CC=C(C=C2)OCCN(C)C)C3=CC=CC=C3.C(C(=O)O)C(CC(=O)O)(C(=O)O)O. Drug 2: C1=NC(=NC(=O)N1C2C(C(C(O2)CO)O)O)N. Cell line: IGROV1. Synergy scores: CSS=10.0, Synergy_ZIP=-1.06, Synergy_Bliss=-0.172, Synergy_Loewe=-7.79, Synergy_HSA=0.513. (9) Cell line: OVCAR-8. Drug 2: CC1CCCC2(C(O2)CC(NC(=O)CC(C(C(=O)C(C1O)C)(C)C)O)C(=CC3=CSC(=N3)C)C)C. Drug 1: CC1=C(N=C(N=C1N)C(CC(=O)N)NCC(C(=O)N)N)C(=O)NC(C(C2=CN=CN2)OC3C(C(C(C(O3)CO)O)O)OC4C(C(C(C(O4)CO)O)OC(=O)N)O)C(=O)NC(C)C(C(C)C(=O)NC(C(C)O)C(=O)NCCC5=NC(=CS5)C6=NC(=CS6)C(=O)NCCC[S+](C)C)O. Synergy scores: CSS=64.5, Synergy_ZIP=2.67, Synergy_Bliss=0.500, Synergy_Loewe=-3.62, Synergy_HSA=4.39.